Dataset: Cav3 T-type calcium channel HTS with 100,875 compounds. Task: Binary Classification. Given a drug SMILES string, predict its activity (active/inactive) in a high-throughput screening assay against a specified biological target. (1) The molecule is Clc1c(S(=O)(=O)Nc2cc(c(cc2)C)C)cc(cc1)C(=O)NCc1ncccc1. The result is 0 (inactive). (2) The molecule is O(c1c(cccc1OC)/C=N\Nc1ncnc(N)c1[N+]([O-])=O)C. The result is 0 (inactive). (3) The molecule is O(c1nc(c(cc1C#N)C(OC)=O)C)c1ccc(OC)cc1. The result is 0 (inactive). (4) The compound is P(OCC)(OCC)(=O)C(N(C)C=O)c1ccccc1. The result is 0 (inactive). (5) The compound is S(=O)(=O)(N(C1CCCCC1)Cc1onc(n1)c1ccccc1)c1ccccc1. The result is 0 (inactive). (6) The molecule is n12c(nc3c1cccc3)c1c(nc2C)cccc1. The result is 0 (inactive). (7) The drug is O1C2C(c3c1cc(OC)cc3)COc1c2ccc(O)c1. The result is 0 (inactive).